This data is from Peptide-MHC class II binding affinity with 134,281 pairs from IEDB. The task is: Regression. Given a peptide amino acid sequence and an MHC pseudo amino acid sequence, predict their binding affinity value. This is MHC class II binding data. (1) The peptide sequence is ERSLWIIFSKNLNIK. The MHC is DRB1_0701 with pseudo-sequence DRB1_0701. The binding affinity (normalized) is 0.859. (2) The peptide sequence is GTKVTFHVEKGSNPN. The MHC is HLA-DQA10501-DQB10301 with pseudo-sequence HLA-DQA10501-DQB10301. The binding affinity (normalized) is 0.291. (3) The peptide sequence is AFKVAATAANAQPAN. The MHC is DRB1_1001 with pseudo-sequence DRB1_1001. The binding affinity (normalized) is 0.922.